From a dataset of Catalyst prediction with 721,799 reactions and 888 catalyst types from USPTO. Predict which catalyst facilitates the given reaction. (1) Product: [C:1]([O:5][C:6]([N:8]1[CH2:13][CH2:12][N:11]([C:14](=[O:31])[S:15][CH2:16][C:17]2[CH:18]=[CH:19][C:20]([OH:23])=[CH:21][CH:22]=2)[CH2:10][CH2:9]1)=[O:7])([CH3:4])([CH3:2])[CH3:3]. The catalyst class is: 20. Reactant: [C:1]([O:5][C:6]([N:8]1[CH2:13][CH2:12][N:11]([C:14](=[O:31])[S:15][CH2:16][C:17]2[CH:22]=[CH:21][C:20]([O:23][Si](C(C)(C)C)(C)C)=[CH:19][CH:18]=2)[CH2:10][CH2:9]1)=[O:7])([CH3:4])([CH3:3])[CH3:2].CCCC[N+](CCCC)(CCCC)CCCC.[F-]. (2) Reactant: [N:1]1[CH:6]=[CH:5][CH:4]=[CH:3][C:2]=1[CH:7]1[CH2:12][CH2:11][N:10]([CH2:13][C:14](OCC)=[O:15])[CH2:9][CH2:8]1.CC(C[AlH]CC(C)C)C. Product: [N:1]1[CH:6]=[CH:5][CH:4]=[CH:3][C:2]=1[CH:7]1[CH2:8][CH2:9][N:10]([CH2:13][CH:14]=[O:15])[CH2:11][CH2:12]1. The catalyst class is: 11. (3) Reactant: [F:1][C:2]1[CH:7]=[C:6]([F:8])[CH:5]=[CH:4][C:3]=1[C:9]1[C:14]([CH:15]([CH2:20][CH2:21][CH3:22])[C:16]([O:18]C)=[O:17])=[C:13]([CH3:23])[N:12]=[C:11]([N:24]2[CH2:29][CH2:28][CH2:27][CH2:26][CH2:25]2)[N:10]=1.[OH-].[Na+]. Product: [F:1][C:2]1[CH:7]=[C:6]([F:8])[CH:5]=[CH:4][C:3]=1[C:9]1[C:14]([CH:15]([CH2:20][CH2:21][CH3:22])[C:16]([OH:18])=[O:17])=[C:13]([CH3:23])[N:12]=[C:11]([N:24]2[CH2:25][CH2:26][CH2:27][CH2:28][CH2:29]2)[N:10]=1. The catalyst class is: 5. (4) Reactant: [H-].[Na+].[OH:3][CH:4]1[CH2:9][CH2:8][N:7]([C:10]([O:12][C:13]([CH3:16])([CH3:15])[CH3:14])=[O:11])[CH2:6][CH2:5]1.Cl[C:18]1[CH:23]=[C:22]([C:24]2([OH:28])[CH2:27][O:26][CH2:25]2)[CH:21]=[C:20]([C:29]([F:32])([F:31])[F:30])[N:19]=1.[Cl-].[NH4+]. Product: [OH:28][C:24]1([C:22]2[CH:21]=[C:20]([C:29]([F:32])([F:31])[F:30])[N:19]=[C:18]([O:3][CH:4]3[CH2:5][CH2:6][N:7]([C:10]([O:12][C:13]([CH3:16])([CH3:15])[CH3:14])=[O:11])[CH2:8][CH2:9]3)[CH:23]=2)[CH2:25][O:26][CH2:27]1. The catalyst class is: 30. (5) Product: [CH3:23][O:25][C:26](=[O:36])[C:27]1[CH:32]=[CH:31][CH:30]=[C:29]([NH:33][C:34]([N:7]([CH:1]2[CH2:6][CH2:5][CH2:4][CH2:3][CH2:2]2)[C:8]2[N:9]([C:17]3[CH:18]=[CH:19][CH:20]=[CH:21][CH:22]=3)[N:10]=[C:11]3[C:16]=2[CH:15]=[CH:14][CH:13]=[CH:12]3)=[O:35])[CH:28]=1. Reactant: [CH:1]1([NH:7][C:8]2[N:9]([C:17]3[CH:22]=[CH:21][CH:20]=[CH:19][CH:18]=3)[N:10]=[C:11]3[C:16]=2[CH:15]=[CH:14][CH:13]=[CH:12]3)[CH2:6][CH2:5][CH2:4][CH2:3][CH2:2]1.[CH2:23]([O:25][C:26](=[O:36])[C:27]1[CH:32]=[CH:31][CH:30]=[C:29]([N:33]=[C:34]=[O:35])[CH:28]=1)C. The catalyst class is: 11. (6) Reactant: [Cl:1][C:2]1[C:3]([C:9](=O)[CH2:10][NH:11][C:12](=[O:23])[C:13]2[CH:18]=[CH:17][CH:16]=[CH:15][C:14]=2[C:19]([F:22])([F:21])[F:20])=[N:4][CH:5]=[C:6]([Cl:8])[CH:7]=1.Cl.[NH2:26][OH:27].C([O-])(=O)C.[Na+]. Product: [Cl:1][C:2]1[C:3]([C:9](=[N:26][OH:27])[CH2:10][NH:11][C:12](=[O:23])[C:13]2[CH:18]=[CH:17][CH:16]=[CH:15][C:14]=2[C:19]([F:22])([F:21])[F:20])=[N:4][CH:5]=[C:6]([Cl:8])[CH:7]=1. The catalyst class is: 8. (7) Reactant: Br[C:2]1[CH:7]=[CH:6][C:5]([O:8][Si:9]([CH:16]([CH3:18])[CH3:17])([CH:13]([CH3:15])[CH3:14])[CH:10]([CH3:12])[CH3:11])=[CH:4][CH:3]=1.C([Li])CCC.[B:24](OC(C)C)([O:29]C(C)C)[O:25]C(C)C. Product: [CH:10]([Si:9]([CH:16]([CH3:18])[CH3:17])([CH:13]([CH3:15])[CH3:14])[O:8][C:5]1[CH:6]=[CH:7][C:2]([B:24]([OH:29])[OH:25])=[CH:3][CH:4]=1)([CH3:12])[CH3:11]. The catalyst class is: 1. (8) Reactant: ClC1N=NC(NC)=C(C2C=CC=CC=2)C=1.[Cl:16][C:17]1[N:22]=[N:21][C:20]([N:23]([CH3:40])[C:24](=[O:39])[C:25]2[CH:30]=[C:29]([C:31]([F:34])([F:33])[F:32])[CH:28]=[C:27]([S:35]([CH3:38])(=[O:37])=[O:36])[CH:26]=2)=[C:19]([C:41]2[CH:46]=[CH:45][C:44](F)=[CH:43][C:42]=2OC)[CH:18]=1. Product: [Cl:16][C:17]1[N:22]=[N:21][C:20]([N:23]([CH3:40])[C:24](=[O:39])[C:25]2[CH:30]=[C:29]([C:31]([F:34])([F:32])[F:33])[CH:28]=[C:27]([S:35]([CH3:38])(=[O:36])=[O:37])[CH:26]=2)=[C:19]([C:41]2[CH:46]=[CH:45][CH:44]=[CH:43][CH:42]=2)[CH:18]=1. The catalyst class is: 644. (9) Reactant: [Br:1]Br.[C:3]([C:5]1[CH:9]=[C:8]([CH2:10][C:11]([NH:14][C:15](=[O:21])[O:16][C:17]([CH3:20])([CH3:19])[CH3:18])([CH3:13])[CH3:12])[N:7]([CH2:22][CH2:23][O:24][CH3:25])[N:6]=1)#[N:4].C([O-])(=O)C.[K+].S(=O)(O)[O-].[Na+]. Product: [Br:1][C:9]1[C:5]([C:3]#[N:4])=[N:6][N:7]([CH2:22][CH2:23][O:24][CH3:25])[C:8]=1[CH2:10][C:11]([NH:14][C:15](=[O:21])[O:16][C:17]([CH3:18])([CH3:19])[CH3:20])([CH3:13])[CH3:12]. The catalyst class is: 15. (10) Reactant: [CH2:1]([O:8][C:9]1[C:10]([OH:16])=[N:11][CH:12]=[C:13]([Br:15])[CH:14]=1)[C:2]1[CH:7]=[CH:6][CH:5]=[CH:4][CH:3]=1.[C:17]([O-])([O-])=O.[Cs+].[Cs+].CI. Product: [CH2:1]([O:8][C:9]1[C:10](=[O:16])[N:11]([CH3:17])[CH:12]=[C:13]([Br:15])[CH:14]=1)[C:2]1[CH:3]=[CH:4][CH:5]=[CH:6][CH:7]=1. The catalyst class is: 3.